From a dataset of Reaction yield outcomes from USPTO patents with 853,638 reactions. Predict the reaction yield, written as a fraction of the theoretical maximum amount of product (1.0 means a 100% yield; for example, 0.34 means a 34% yield). (1) The reactants are [CH3:1][NH:2][C@@H:3]1[C:8]2[CH:9]=[CH:10][CH:11]=[CH:12][C:7]=2[C@H:6]([C:13]2[CH:14]=[CH:15][C:16]([Cl:20])=[C:17]([Cl:19])[CH:18]=2)[CH2:5][CH2:4]1. The catalyst is C(O)CCC. The product is [CH3:1][NH:2][C@@H:3]1[C:8]2[CH:9]=[CH:10][CH:11]=[CH:12][C:7]=2[C@H:6]([C:13]2[CH:14]=[CH:15][C:16]([Cl:20])=[C:17]([Cl:19])[CH:18]=2)[CH2:5][CH2:4]1.[ClH:19]. The yield is 0.700. (2) The yield is 0.990. The product is [Br:1][C:2]1[CH:7]=[CH:6][C:5]([CH2:8][CH2:9][NH:15][CH3:14])=[C:4]([CH2:11][CH3:12])[CH:3]=1. The catalyst is C(Cl)Cl. The reactants are [Br:1][C:2]1[CH:7]=[CH:6][C:5]([CH2:8][CH2:9]O)=[C:4]([CH2:11][CH3:12])[CH:3]=1.C[CH2:14][N:15](CC)CC. (3) The reactants are [F:1][C:2]([F:9])([F:8])[C:3]1[CH:4]=[N:5][NH:6][CH:7]=1.F[C:11]1[CH:18]=[CH:17][C:14]([C:15]#[N:16])=[C:13]([CH3:19])[CH:12]=1.C(=O)([O-])[O-].[K+].[K+].O. The catalyst is C(#N)C. The product is [CH3:19][C:13]1[CH:12]=[C:11]([N:5]2[CH:4]=[C:3]([C:2]([F:9])([F:8])[F:1])[CH:7]=[N:6]2)[CH:18]=[CH:17][C:14]=1[C:15]#[N:16]. The yield is 0.400. (4) The reactants are Br[C:2]1[C:3](=[O:18])[C:4]([CH3:17])([CH3:16])[O:5][C:6]=1[C:7]1[CH:12]=[CH:11][C:10]([N+:13]([O-:15])=[O:14])=[CH:9][CH:8]=1.CC1(C)C(C)(C)OB([C:27]2[CH:44]=[CH:43][C:30]([O:31][CH2:32][C:33]3[CH:42]=[CH:41][C:40]4[C:35](=[CH:36][CH:37]=[CH:38][CH:39]=4)[N:34]=3)=[CH:29][CH:28]=2)O1.C([O-])([O-])=O.[Cs+].[Cs+]. The catalyst is C1(C)C=CC=CC=1.O. The product is [CH3:16][C:4]1([CH3:17])[C:3](=[O:18])[C:2]([C:27]2[CH:28]=[CH:29][C:30]([O:31][CH2:32][C:33]3[CH:42]=[CH:41][C:40]4[C:35](=[CH:36][CH:37]=[CH:38][CH:39]=4)[N:34]=3)=[CH:43][CH:44]=2)=[C:6]([C:7]2[CH:12]=[CH:11][C:10]([N+:13]([O-:15])=[O:14])=[CH:9][CH:8]=2)[O:5]1. The yield is 0.540. (5) The catalyst is C(OCC)(=O)C.C1(C)C=CC(S(N[C@H](C2C=CC=CC=2)[C@@H](C2C=CC=CC=2)N)(=O)=O)=CC=1.Cl[Rh+]C1(C)C(C)=C(C)C(C)=C1C. The yield is 0.904. The reactants are [Cl:1][CH2:2][C:3]([C:5]1[CH:10]=[CH:9][CH:8]=[CH:7][C:6]=1[O:11][CH3:12])=[O:4].C(O)=O.C(N(CC)CC)C.Cl. The product is [Cl:1][CH2:2][CH:3]([C:5]1[CH:10]=[CH:9][CH:8]=[CH:7][C:6]=1[O:11][CH3:12])[OH:4].